From a dataset of Forward reaction prediction with 1.9M reactions from USPTO patents (1976-2016). Predict the product of the given reaction. (1) Given the reactants [Br:1][C:2]1[C:11]2[C:6](=[CH:7][CH:8]=[CH:9][CH:10]=2)[C:5](=[O:12])[NH:4][N:3]=1.[H-].[Na+].[CH2:15](Br)[C:16]1[CH:21]=[CH:20][CH:19]=[CH:18][CH:17]=1, predict the reaction product. The product is: [CH2:15]([N:4]1[N:3]=[C:2]([Br:1])[C:11]2[C:6](=[CH:7][CH:8]=[CH:9][CH:10]=2)[C:5]1=[O:12])[C:16]1[CH:21]=[CH:20][CH:19]=[CH:18][CH:17]=1. (2) Given the reactants [CH3:1][C:2]1[S:3][C:4]([CH3:12])=[CH:5][C:6]=1/[CH:7]=[CH:8]/[C:9](O)=[O:10].S(Cl)([Cl:15])=O, predict the reaction product. The product is: [CH3:1][C:2]1[S:3][C:4]([CH3:12])=[CH:5][C:6]=1/[CH:7]=[CH:8]/[C:9]([Cl:15])=[O:10]. (3) Given the reactants [CH3:1][N:2]1[CH2:6][C:5](OC)=[CH:4][C:3]1=[O:9].[NH2:10][C:11]1[C:18]([Br:19])=[C:17]([F:20])[CH:16]=[CH:15][C:12]=1[C:13]#[N:14].CS(O)(=O)=O, predict the reaction product. The product is: [Br:19][C:18]1[C:11]([NH:10][C:5]2[CH2:6][N:2]([CH3:1])[C:3](=[O:9])[CH:4]=2)=[C:12]([CH:15]=[CH:16][C:17]=1[F:20])[C:13]#[N:14]. (4) The product is: [ClH:37].[OH:1][C@H:2]([CH2:28][CH:29]([CH3:31])[CH3:30])[C:3]([N:5]1[CH2:10][CH2:9][N:8]([C:11]2[C:20]3[C:15](=[CH:16][CH:17]=[CH:18][CH:19]=3)[N:14]=[C:13]([C:21]3[CH:26]=[CH:25][CH:24]=[CH:23][C:22]=3[OH:27])[N:12]=2)[CH2:7][CH2:6]1)=[O:4]. Given the reactants [OH:1][C@H:2]([CH2:28][CH:29]([CH3:31])[CH3:30])[C:3]([N:5]1[CH2:10][CH2:9][N:8]([C:11]2[C:20]3[C:15](=[CH:16][CH:17]=[CH:18][CH:19]=3)[N:14]=[C:13]([C:21]3[CH:26]=[CH:25][CH:24]=[CH:23][C:22]=3[OH:27])[N:12]=2)[CH2:7][CH2:6]1)=[O:4].CCOCC.[ClH:37], predict the reaction product. (5) Given the reactants [NH2:1][C:2]1[C:11](Br)=[C:10]2[C:5]([C:6](=[O:23])[N:7]([C:16]3[CH:21]=[CH:20][C:19]([Cl:22])=[CH:18][CH:17]=3)[C:8]([CH:13]([CH3:15])[CH3:14])=[N:9]2)=[CH:4][CH:3]=1.[I:24]N1C(=O)CCC1=O, predict the reaction product. The product is: [NH2:1][C:2]1[C:11]([I:24])=[C:10]2[C:5]([C:6](=[O:23])[N:7]([C:16]3[CH:21]=[CH:20][C:19]([Cl:22])=[CH:18][CH:17]=3)[C:8]([CH:13]([CH3:15])[CH3:14])=[N:9]2)=[CH:4][CH:3]=1. (6) The product is: [CH:32]1([C:35]2[C:36]([O:49][CH:50]3[CH2:55][CH2:54][CH2:53][C:52]([CH3:57])([CH3:56])[CH2:51]3)=[CH:37][C:38]([F:48])=[C:39]([CH:47]=2)[C:40]([OH:42])=[O:41])[CH2:34][CH2:33]1. Given the reactants C(C1(COC2C(C3CC3)=CC(C(OC(C)(C)C)=O)=C(F)C=2)C2CC3CC(CC1C3)C2)#N.[CH:32]1([C:35]2[C:36]([O:49][CH:50]3[CH2:55][CH2:54][CH2:53][C:52]([CH3:57])([CH3:56])[CH2:51]3)=[CH:37][C:38]([F:48])=[C:39]([CH:47]=2)[C:40]([O:42]C(C)(C)C)=[O:41])[CH2:34][CH2:33]1, predict the reaction product. (7) Given the reactants CCCC[N+](CCCC)(CCCC)CCCC.[F-].[C:19]1([C:25]2=[CH:26][C:27]3[C:28]([CH:33]([O:36][Si](C(C)C)(C(C)C)C(C)C)[CH2:34][CH2:35]2)=[N:29][CH:30]=[CH:31][CH:32]=3)[CH:24]=[CH:23][CH:22]=[CH:21][CH:20]=1, predict the reaction product. The product is: [C:19]1([C:25]2=[CH:26][C:27]3[C:28]([CH:33]([OH:36])[CH2:34][CH2:35]2)=[N:29][CH:30]=[CH:31][CH:32]=3)[CH:24]=[CH:23][CH:22]=[CH:21][CH:20]=1. (8) Given the reactants [Cl:1][C:2]1[CH:37]=[CH:36][C:5]([CH2:6][CH:7]([C:17]([N:19]2[CH2:24][CH2:23][N:22]([C:25]3[C:26]4[C@H:33]([CH3:34])[CH2:32][CH2:31][C:27]=4[N:28]=[CH:29][N:30]=3)[C@@H:21]([CH3:35])[CH2:20]2)=[O:18])[CH2:8][NH:9]C(=O)OC(C)(C)C)=[CH:4][C:3]=1[F:38].[ClH:39], predict the reaction product. The product is: [ClH:1].[ClH:39].[NH2:9][CH2:8][CH:7]([CH2:6][C:5]1[CH:36]=[CH:37][C:2]([Cl:1])=[C:3]([F:38])[CH:4]=1)[C:17]([N:19]1[CH2:24][CH2:23][N:22]([C:25]2[C:26]3[C@H:33]([CH3:34])[CH2:32][CH2:31][C:27]=3[N:28]=[CH:29][N:30]=2)[C@@H:21]([CH3:35])[CH2:20]1)=[O:18].